Dataset: Experimentally validated miRNA-target interactions with 360,000+ pairs, plus equal number of negative samples. Task: Binary Classification. Given a miRNA mature sequence and a target amino acid sequence, predict their likelihood of interaction. (1) The miRNA is hsa-miR-4516 with sequence GGGAGAAGGGUCGGGGC. The protein sequence of the target gene is MPIQPFDQREWNEPMHSLRISVGGLPVLASMTKATDPRFRPRWRVILTSFVGAALLWLLYSHHQGPVPGRPPTHNAHNWRLSQQRISHYNDTYPLSPPQRTPGGIRYRIAVIADLDTGSRAQEENTWFSYLKKGYLTLSDSGDRVSVEWDKDHGVLESHLAEKGRGMELSDLIVFNGKLYSVDDRTGVIYQIEGTKAVPWVILSDGDGTVEKGFKAEWLAVKDEHLYVGGLGKEWTTTTGEVMNENPEWVKVVGHRGSVDHENWVSSYNALRAAAGIRPPGYLIHESACWSDTLQRWFFL.... Result: 0 (no interaction). (2) The miRNA is rno-miR-133a-5p with sequence AGCUGGUAAAAUGGAACCAAAU. The protein sequence of the target gene is MEALGDLEGPRAPGGDDPAGSAGETPGWLSREQVFVLISAASVNLGSMMCYSILGPFFPKEAEKKGASNTIIGMIFGCFALFELLASLVFGNYLVHIGAKFMFVAGMFVSGGVTILFGVLDRVPDGPVFIAMCFLVRVMDAVSFAAAMTASSSILAKAFPNNVATVLGSLETFSGLGLILGPPVGGFLYQSFGYEVPFIVLGCVVLLMVPLNMYILPNYESDPGEHSFWKLIALPKVGLIAFVINSLSSCFGFLDPTLSLFVLEKFNLPAGYVGLVFLGMALSYAISSPLFGLLSDKRPP.... Result: 0 (no interaction). (3) The protein sequence of the target gene is MSVAFASARPRGKGEVTQQTIQKMLDENHHLIQCILEYQSKGKTAECTQYQQILHRNLVYLATIADSNQNMQSLLPAPPTQNMNLGPGALTQSGSSQGLHSQGSLSDAISTGLPPSSLLQGQIGNGPSHVSMQQTAPNTLPTTSMSISGPGYSHAGPASQGVPMQGQGTIGNYVSRTNINMQSNPVSMMQQQAATSHYSSAQGGSQHYQGQSSIAMMGQGSQGSSMMGQRPMAPYRPSQQGSSQQYLGQEEYYGEQYSHSQGAAEPMGQQYYPDGHGDYAYQQSSYTEQSYDRSFEESTQ.... The miRNA is hsa-miR-3121-3p with sequence UAAAUAGAGUAGGCAAAGGACA. Result: 0 (no interaction). (4) The miRNA is mmu-miR-3073a-5p with sequence GUGGUCACAGUUGGCGCCAGCC. The protein sequence of the target gene is MKKLQEAHLRKPITPDLLMTPSDQGDVDLDVDFAADRGNWTGKLDFLLSCIGYCVGLGNVWRFPYRAYTNGGGAFLVPYFLMLAICGIPLFFLELSLGQFSSLGPLAVWKISPLFKGAGAAMLLIVGLVAIYYNMIIAYVLFYLFASLTSNLPWEHCGNWWNTELCLEHRGPKSGNGVLPLNLSSTVSPSEEYWSRYVLHIQGSQGIGRPGEIRWNLCLCLLLAWVIVFLCILKGVKSSGKVVYFTATFPYLILLMLLVRGVTLPGAWKGIQFYLTPQFHHLLSSKVWIEAALQIFYSLG.... Result: 0 (no interaction). (5) The miRNA is hsa-miR-1298-5p with sequence UUCAUUCGGCUGUCCAGAUGUA. The protein sequence of the target gene is MVFESVVVDVLNRFLGDYVVDLDTSQLSLGIWKGAVALKNLQIKENALSQLDVPFKVKVGHIGNLKLIIPWKNLYTQPVEAVLEEIYLLIVPSSRIKYDPLKEEKQLMEAKQQELKRIEEAKQKVVDQEQHLPEKQDTFAEKLVTQIIKNLQVKISSIHIRYEDDITNRDKPLSFGISLQNLSMQTTDQYWVPCLHDETEKLVRKLIRLDNLFAYWNVKSQMFYLSDYDNSLDDLKNGIVNENIVPEGYDFVFRPISANAKLVMNRRSDFDFSAPKINLEIELHNIAIEFNKPQYFSIME.... Result: 0 (no interaction). (6) The miRNA is hsa-miR-3907 with sequence AGGUGCUCCAGGCUGGCUCACA. The protein sequence of the target gene is MASKQTKKKEVHRINSAHGSDKSKDFYPFGSNVQSGSTEQKKGKFPLWPEWSEADINSEKWDAGKGAKEKDKTGKSPVFHFFEDPEGKIELPPSLKIYSWKRPQDILFSQTPVVVKNEITFDLFSANEHLLCSELMRWIISEIYAVWKIFNGGILSNYFKGTSGEPPLLPWKPWEHIYSLCKAVKGHMPLFNSYGKYVVKLYWMGCWRKITIDDFLPFDEDNNLLLPATTYEFELWPMLLSKAIIKLANIDIHVADRRELGEFTVIHALTGWLPEVISLHPGYMDKVWELLKEILPEFKL.... Result: 0 (no interaction). (7) The miRNA is hsa-miR-7973 with sequence UGUGACCCUAGAAUAAUUAC. The protein sequence of the target gene is MGCNRNCGLIAGAVIGAVLAVFGGILMPVGDMLIEKTIKKEVVLEEGTIAFKNWVKTGTDVYRQFWIFDVQNPDEVTVNSSKIKVKQRGPYTYRVRYLAKENITQDPETHTVSFLQPNGAIFEPSLSVGTEDDTFTILNLAVAAAPQLYPNTFMQGILNSFIKKSKSSMFQNRTLKELLWGYTDPFLNLVPYPITTTIGVFYPYNNTADGIYKVFNGKDDISKVAIIDTYKGRKNLSYWSSYCDLINGTDAASFPPFVEKTRVLQFFSSDICRSIYAVFGAEINLKGIPVYRFILPSFAF.... Result: 0 (no interaction). (8) The miRNA is hsa-miR-7515 with sequence AGAAGGGAAGAUGGUGAC. The protein sequence of the target gene is MSATWTLSPEPLPPSTGPPVGAGLDAEQRTVFAFVLCLLVVLVLLMVRCVRILLDPYSRMPASSWTDHKEALERGQFDYALV. Result: 1 (interaction). (9) The miRNA is hsa-miR-1827 with sequence UGAGGCAGUAGAUUGAAU. The protein sequence of the target gene is MALKAEGAALDCFEVTLKCEEGEDEEEAMVVAVIPRPEPMLRVTQQEKTPPPRPSPLEAGSDGCEEPKQQVSWEQEFLVGSSPGGSGRALCMVCGAEIRAPSADTARSHILEQHPHTLDLSPSEKSNILEAWSEGVALLQDVRAEQPSPPNSDSGQDAHPDPDANPDAARMPAEIVVLLDSEDNPSLPKRSRPRGLRPLELPAVPATEPGNKKPRGQRWKEPPGEEPVRKKRGRPMTKNLDPDPEPPSPDSPTETFAAPAEVRHFTDGSFPAGFVLQLFSHTQLRGPDSKDSPKDREVAE.... Result: 1 (interaction). (10) The miRNA is hsa-miR-4525 with sequence GGGGGGAUGUGCAUGCUGGUU. The protein sequence of the target gene is MPSLAPDCPLLAMPEETQEDSVAPMMPSQRSRGPLAPNHVHEVCLHQVESISDLHSGAGTLRPYLTEEARPWDELLGVLPPSLCAQAGCSPVYRRGGFLLLLALLVLTCLVLALLAVYLSVLQSESLRILAHTLRTQEETLLKLRLASLSQLRRLNSSEAQAPS. Result: 0 (no interaction).